From a dataset of Forward reaction prediction with 1.9M reactions from USPTO patents (1976-2016). Predict the product of the given reaction. (1) Given the reactants CCN(C(C)C)C(C)C.[Li]CCCC.[CH:15]1([S:18]([NH:21][C:22](=[O:28])[O:23][C:24]([CH3:27])([CH3:26])[CH3:25])(=[O:20])=[O:19])[CH2:17][CH2:16]1.I[CH2:30][CH2:31][CH2:32][CH2:33][CH2:34][CH2:35][CH2:36][CH:37]=[CH2:38].[NH4+].[Cl-], predict the reaction product. The product is: [CH2:38]([C:15]1([S:18]([NH:21][C:22](=[O:28])[O:23][C:24]([CH3:25])([CH3:27])[CH3:26])(=[O:20])=[O:19])[CH2:16][CH2:17]1)[CH2:37][CH2:36][CH2:35][CH2:34][CH2:33][CH2:32][CH:31]=[CH2:30]. (2) Given the reactants [N:1]1([CH2:5][CH2:6][N:7]2[CH:11]=[C:10]([C:12]3[CH:13]=NC=[C:16]([C:18](F)(F)[F:19])[CH:17]=3)[N:9]=[C:8]2[CH:22]2[CH2:27][CH2:26][N:25]([C:28]3[N:33]=[CH:32][N:31]=[C:30]([NH2:34])[C:29]=3[CH2:35][CH3:36])[CH2:24][CH2:23]2)[CH2:4][CH2:3][CH2:2]1.N1(CCN2C=C(C3C=CC(F)=[C:50]([O:55][CH3:56])C=3)N=C2C2CCNCC2)CCC1, predict the reaction product. The product is: [N:1]1([CH2:5][CH2:6][N:7]2[CH:11]=[C:10]([C:12]3[CH:17]=[CH:16][C:18]([F:19])=[C:50]([O:55][CH3:56])[CH:13]=3)[N:9]=[C:8]2[CH:22]2[CH2:27][CH2:26][N:25]([C:28]3[N:33]=[CH:32][N:31]=[C:30]([NH2:34])[C:29]=3[CH2:35][CH3:36])[CH2:24][CH2:23]2)[CH2:4][CH2:3][CH2:2]1. (3) Given the reactants C12C(NC3CCC(N)CC3)=NC=NC=1SC1CCCC2=1.Cl[CH2:22][C:23]([N:25]1[CH2:29][CH2:28][CH2:27][CH2:26]1)=[O:24], predict the reaction product. The product is: [CH:23](=[O:24])[CH3:22].[N:25]1([C:23](=[O:24])[CH3:22])[CH2:29][CH2:28][CH2:27][CH2:26]1. (4) Given the reactants [Cl:1][C:2]1[C:3]([NH:13][C@H:14]2[CH2:19][CH2:18][C@H:17]([NH:20][CH2:21][CH2:22][CH3:23])[CH2:16][CH2:15]2)=[CH:4][C:5]([O:11][CH3:12])=[C:6]([CH:10]=1)[C:7]([NH2:9])=O.Br[CH2:25]CCCBr.C(=O)([O-])[O-].[K+].[K+].[OH-].[Na+], predict the reaction product. The product is: [Cl:1][C:2]1[C:3]([NH:13][C@H:14]2[CH2:19][CH2:18][C@H:17]([N:20]3[CH2:25][CH2:23][CH2:22][CH2:21]3)[CH2:16][CH2:15]2)=[CH:4][C:5]([O:11][CH3:12])=[C:6]([CH:10]=1)[C:7]#[N:9].